Dataset: Reaction yield outcomes from USPTO patents with 853,638 reactions. Task: Predict the reaction yield, written as a fraction of the theoretical maximum amount of product (1.0 means a 100% yield; for example, 0.34 means a 34% yield). The reactants are C([O:8][C:9]1[CH:29]=[C:28]([CH2:30][CH3:31])[CH:27]=[CH:26][C:10]=1[O:11][C:12]1[CH:17]=[CH:16][C:15]([S:18]([NH:21][CH2:22][CH2:23][CH3:24])(=[O:20])=[O:19])=[CH:14][C:13]=1[F:25])C1C=CC=CC=1.O1CCCC1. The catalyst is C(O)C. The product is [CH2:30]([C:28]1[CH:27]=[CH:26][C:10]([O:11][C:12]2[CH:17]=[CH:16][C:15]([S:18]([NH:21][CH2:22][CH2:23][CH3:24])(=[O:20])=[O:19])=[CH:14][C:13]=2[F:25])=[C:9]([OH:8])[CH:29]=1)[CH3:31]. The yield is 0.620.